The task is: Predict the reactants needed to synthesize the given product.. This data is from Full USPTO retrosynthesis dataset with 1.9M reactions from patents (1976-2016). (1) Given the product [I:1][C:2]1[C:10]2[C:5](=[N:6][CH:7]=[C:8]([Br:11])[CH:9]=2)[N:4]([S:20]([C:14]2[CH:19]=[CH:18][CH:17]=[CH:16][CH:15]=2)(=[O:22])=[O:21])[CH:3]=1, predict the reactants needed to synthesize it. The reactants are: [I:1][C:2]1[C:10]2[C:5](=[N:6][CH:7]=[C:8]([Br:11])[CH:9]=2)[NH:4][CH:3]=1.[H-].[Na+].[C:14]1([S:20](Cl)(=[O:22])=[O:21])[CH:19]=[CH:18][CH:17]=[CH:16][CH:15]=1.O. (2) Given the product [CH3:10][C:11]([CH3:26])([CH2:14][CH2:15][CH2:16][CH2:17][CH2:18][O:19][CH:20]1[CH2:25][CH2:24][CH2:23][CH2:22][O:21]1)/[CH:12]=[CH:25]/[C:20]([O:21][CH2:8][CH3:9])=[O:19], predict the reactants needed to synthesize it. The reactants are: [Cl-].[Li+].C(N([CH2:8][CH3:9])CC)C.[CH3:10][C:11]([CH3:26])([CH2:14][CH2:15][CH2:16][CH2:17][CH2:18][O:19][CH:20]1[CH2:25][CH2:24][CH2:23][CH2:22][O:21]1)[CH:12]=O.[Cl-].[NH4+]. (3) Given the product [CH3:22][O:21][C:19]([C:18]1[C:17]([C:23]([O:25][CH3:26])=[O:24])=[C:1]([CH3:2])[N:4]2[C:13]=1[CH2:12][C:11]1[CH:10]=[CH:9][CH:8]=[CH:7][C:6]=1[CH2:5]2)=[O:20], predict the reactants needed to synthesize it. The reactants are: [C:1]([N:4]1[CH:13](C(O)=O)[CH2:12][C:11]2[C:6](=[CH:7][CH:8]=[CH:9][CH:10]=2)[CH2:5]1)(=O)[CH3:2].[C:17]([C:23]([O:25][CH3:26])=[O:24])#[C:18][C:19]([O:21][CH3:22])=[O:20]. (4) Given the product [CH2:12]([CH:13]([CH2:17][CH2:18][CH2:19][CH:36]([CH3:37])[CH2:11][CH2:10][CH2:9][CH2:8][CH2:7][CH2:6][CH2:5][CH3:4])[C:14]([OH:16])=[O:15])[CH3:34], predict the reactants needed to synthesize it. The reactants are: BrC([CH2:4][CH2:5][CH2:6][CH2:7][CH2:8][CH2:9][CH2:10][CH3:11])C.[CH3:12][CH:13]([CH2:17][CH2:18][CH2:19]CCCCCCCCCC(C)CCC)[C:14]([OH:16])=[O:15].[CH2:34]=O.[CH2:36](Br)[CH3:37].